Dataset: NCI-60 drug combinations with 297,098 pairs across 59 cell lines. Task: Regression. Given two drug SMILES strings and cell line genomic features, predict the synergy score measuring deviation from expected non-interaction effect. (1) Synergy scores: CSS=38.7, Synergy_ZIP=-1.13, Synergy_Bliss=-4.41, Synergy_Loewe=-18.8, Synergy_HSA=-3.40. Drug 1: C1C(C(OC1N2C=NC3=C(N=C(N=C32)Cl)N)CO)O. Cell line: HCT116. Drug 2: CCC(=C(C1=CC=CC=C1)C2=CC=C(C=C2)OCCN(C)C)C3=CC=CC=C3.C(C(=O)O)C(CC(=O)O)(C(=O)O)O. (2) Drug 1: COC1=C(C=C2C(=C1)N=CN=C2NC3=CC(=C(C=C3)F)Cl)OCCCN4CCOCC4. Drug 2: C1=C(C(=O)NC(=O)N1)F. Cell line: HCT-15. Synergy scores: CSS=54.8, Synergy_ZIP=-6.10, Synergy_Bliss=-5.90, Synergy_Loewe=-2.51, Synergy_HSA=0.617.